Dataset: Catalyst prediction with 721,799 reactions and 888 catalyst types from USPTO. Task: Predict which catalyst facilitates the given reaction. Reactant: [Cl:1][C:2]1[CH:7]=[CH:6][N:5]=[C:4]2[N:8]([CH2:14][CH:15]3[CH2:19][CH2:18][O:17][CH2:16]3)[CH:9]=[C:10]([C:11]([OH:13])=O)[C:3]=12.[NH2:20][CH2:21][C@:22]1([OH:29])[CH2:27][CH2:26][CH2:25][C@H:24]([CH3:28])[CH2:23]1.N1(O)C2C=CC=CC=2N=N1.Cl.CN(C)CCCN=C=NCC. Product: [OH:29][C@@:22]1([CH2:21][NH:20][C:11]([C:10]2[C:3]3[C:4](=[N:5][CH:6]=[CH:7][C:2]=3[Cl:1])[N:8]([CH2:14][CH:15]3[CH2:19][CH2:18][O:17][CH2:16]3)[CH:9]=2)=[O:13])[CH2:27][CH2:26][CH2:25][C@H:24]([CH3:28])[CH2:23]1. The catalyst class is: 1.